From a dataset of Forward reaction prediction with 1.9M reactions from USPTO patents (1976-2016). Predict the product of the given reaction. (1) The product is: [Cl:3][C:15]1[C:14]([C:10]2[CH:9]=[C:8]([S:7][CH3:6])[N:13]=[CH:12][N:11]=2)=[CH:19][N:18]=[CH:17][N:16]=1. Given the reactants O=P(Cl)(Cl)[Cl:3].[CH3:6][S:7][C:8]1[N:13]=[CH:12][N:11]=[C:10]([C:14]2[C:15](O)=[N:16][CH:17]=[N:18][CH:19]=2)[CH:9]=1.C(N(CC)CC)C.C([O-])(O)=O.[Na+], predict the reaction product. (2) Given the reactants Cl[C:2]1[C:7]([N+:8]([O-:10])=[O:9])=[CH:6][CH:5]=[C:4]([O:11][CH3:12])[N:3]=1.[NH2:13][CH:14]([CH2:17][OH:18])[CH2:15][OH:16], predict the reaction product. The product is: [CH3:12][O:11][C:4]1[N:3]=[C:2]([NH:13][CH:14]([CH2:17][OH:18])[CH2:15][OH:16])[C:7]([N+:8]([O-:10])=[O:9])=[CH:6][CH:5]=1. (3) Given the reactants [H-].[Na+].[Cl:3][C:4]1[C:5]2[C:12]([I:13])=[CH:11][NH:10][C:6]=2[N:7]=[CH:8][N:9]=1.[CH3:14][C:15]1[CH:40]=[CH:39][C:18]([C:19]([O:21][C@H:22]2[CH2:26][C@@H:25](Cl)[O:24][C@@H:23]2[CH2:28][O:29][C:30](=[O:38])[C:31]2[CH:36]=[CH:35][C:34]([CH3:37])=[CH:33][CH:32]=2)=[O:20])=[CH:17][CH:16]=1, predict the reaction product. The product is: [CH3:14][C:15]1[CH:16]=[CH:17][C:18]([C:19]([O:21][C@H:22]2[CH2:26][C@H:25]([N:10]3[C:6]4[N:7]=[CH:8][N:9]=[C:4]([Cl:3])[C:5]=4[C:12]([I:13])=[CH:11]3)[O:24][C@@H:23]2[CH2:28][O:29][C:30](=[O:38])[C:31]2[CH:32]=[CH:33][C:34]([CH3:37])=[CH:35][CH:36]=2)=[O:20])=[CH:39][CH:40]=1. (4) The product is: [C:1]1([C@H:7]([N:9]([CH2:10][C:11]#[N:12])[CH2:16][C:15]([CH3:17])=[CH2:14])[CH3:8])[CH:6]=[CH:5][CH:4]=[CH:3][CH:2]=1. Given the reactants [C:1]1([C@H:7]([NH:9][CH2:10][C:11]#[N:12])[CH3:8])[CH:6]=[CH:5][CH:4]=[CH:3][CH:2]=1.I[CH2:14][C:15]([CH3:17])=[CH2:16].C([O-])([O-])=O.[K+].[K+], predict the reaction product. (5) Given the reactants [F:1][C:2]1[CH:7]=[C:6]([F:8])[CH:5]=[CH:4][C:3]=1Br.[N:10]1([C:17]([O:19][C:20]([CH3:23])([CH3:22])[CH3:21])=[O:18])[CH2:16][CH2:15][CH2:14][NH:13][CH2:12][CH2:11]1.C1C=CC(P(C2C(C3C(P(C4C=CC=CC=4)C4C=CC=CC=4)=CC=C4C=3C=CC=C4)=C3C(C=CC=C3)=CC=2)C2C=CC=CC=2)=CC=1.CC(C)([O-])C.[K+], predict the reaction product. The product is: [F:1][C:2]1[CH:7]=[C:6]([F:8])[CH:5]=[CH:4][C:3]=1[N:13]1[CH2:14][CH2:15][CH2:16][N:10]([C:17]([O:19][C:20]([CH3:23])([CH3:22])[CH3:21])=[O:18])[CH2:11][CH2:12]1. (6) Given the reactants [C:1]1([C:7]2[C:15]3[C:14](=[O:16])[NH:13][CH:12]=[N:11][C:10]=3[O:9][CH:8]=2)[CH:6]=[CH:5][CH:4]=[CH:3][CH:2]=1.C(=O)([O-])[O-].[Cs+].[Cs+].[F:23][C:24]([F:28])([F:27])[CH2:25]I, predict the reaction product. The product is: [C:1]1([C:7]2[C:15]3[C:14](=[O:16])[N:13]([CH2:25][C:24]([F:28])([F:27])[F:23])[CH:12]=[N:11][C:10]=3[O:9][CH:8]=2)[CH:2]=[CH:3][CH:4]=[CH:5][CH:6]=1.